Dataset: Peptide-MHC class I binding affinity with 185,985 pairs from IEDB/IMGT. Task: Regression. Given a peptide amino acid sequence and an MHC pseudo amino acid sequence, predict their binding affinity value. This is MHC class I binding data. The peptide sequence is QPWTPVSSF. The MHC is HLA-B38:01 with pseudo-sequence HLA-B38:01. The binding affinity (normalized) is 0.0847.